Dataset: Full USPTO retrosynthesis dataset with 1.9M reactions from patents (1976-2016). Task: Predict the reactants needed to synthesize the given product. (1) Given the product [NH:8]1[CH2:12][CH2:11][CH:10]([C:13]2[C:21]3[C:20]4[CH2:22][CH2:23][CH2:24][O:25][C:19]=4[CH:18]=[CH:17][C:16]=3[NH:15][CH:14]=2)[CH2:9]1, predict the reactants needed to synthesize it. The reactants are: C([N:8]1[CH2:12][CH2:11][CH:10]([C:13]2[C:21]3[C:20]4[CH:22]=[CH:23][CH2:24][O:25][C:19]=4[CH:18]=[CH:17][C:16]=3[NH:15][CH:14]=2)[CH2:9]1)C1C=CC=CC=1.C([O-])=O.[NH4+]. (2) The reactants are: [Cl:1][C:2]1[CH:3]=[CH:4][C:5]2[N:6]([C:8]([C:11]([C:14]3[C:15]([F:25])=[C:16]4[C:21](=[CH:22][C:23]=3[F:24])[N:20]=[CH:19][CH:18]=[CH:17]4)(O)[CH3:12])=[CH:9][N:10]=2)[N:7]=1.[I-].O[PH2]=O. Given the product [Cl:1][C:2]1[CH:3]=[CH:4][C:5]2[N:6]([C:8]([CH:11]([C:14]3[C:15]([F:25])=[C:16]4[C:21](=[CH:22][C:23]=3[F:24])[N:20]=[CH:19][CH:18]=[CH:17]4)[CH3:12])=[CH:9][N:10]=2)[N:7]=1, predict the reactants needed to synthesize it. (3) Given the product [OH:23][C@@H:7]1[CH2:6][N:5]([C:9]([O:11][CH2:12][C:13]2[CH:14]=[CH:15][CH:16]=[CH:17][CH:18]=2)=[O:10])[C@@H:4]([CH:2]([CH3:1])[CH3:3])[CH2:8]1, predict the reactants needed to synthesize it. The reactants are: [CH3:1][CH:2]([C@H:4]1[CH:8]=[CH:7][CH2:6][N:5]1[C:9]([O:11][CH2:12][C:13]1[CH:18]=[CH:17][CH:16]=[CH:15][CH:14]=1)=[O:10])[CH3:3].B.C1C[O:23]CC1.[OH-].[Na+].OO.[O-]S([O-])=O.[Na+].[Na+]. (4) Given the product [C:15]([C:16]1[CH:23]=[CH:22][C:19]([CH2:20][NH:21][C:4](=[O:6])[C:3]([O:2][CH3:1])([C:8]2[CH:13]=[CH:12][CH:11]=[CH:10][CH:9]=2)[CH3:7])=[CH:18][CH:17]=1)#[N:14], predict the reactants needed to synthesize it. The reactants are: [CH3:1][O:2][C:3]([C:8]1[CH:13]=[CH:12][CH:11]=[CH:10][CH:9]=1)([CH3:7])[C:4]([OH:6])=O.[NH2:14][CH2:15][C:16]1[CH:23]=[CH:22][C:19]([C:20]#[N:21])=[CH:18][CH:17]=1. (5) Given the product [CH2:17]([O:19][C:20]1[CH:25]=[CH:24][C:23]([C:26]2[Te:27][C:28]([CH:33]=[O:34])=[CH:29][CH:30]=2)=[C:22]([F:31])[C:21]=1[F:32])[CH3:18], predict the reactants needed to synthesize it. The reactants are: [Li]N1C(C)(C)CCCC1(C)C.[Li]CCCC.[CH2:17]([O:19][C:20]1[CH:25]=[CH:24][C:23]([C:26]2[Te:27][CH:28]=[CH:29][CH:30]=2)=[C:22]([F:31])[C:21]=1[F:32])[CH3:18].[CH:33](N1CCOCC1)=[O:34].Cl. (6) Given the product [F:1][C:2]1[CH:3]=[C:4]2[C:8](=[CH:9][CH:10]=1)[N:7]([S:11]([C:14]1[CH:19]=[CH:18][C:17]([O:20][CH3:21])=[C:16]([N:22]3[CH2:27][CH2:26][N:25]([CH3:29])[CH2:24][CH2:23]3)[CH:15]=1)(=[O:13])=[O:12])[CH:6]=[C:5]2[CH3:28], predict the reactants needed to synthesize it. The reactants are: [F:1][C:2]1[CH:3]=[C:4]2[C:8](=[CH:9][CH:10]=1)[N:7]([S:11]([C:14]1[CH:19]=[CH:18][C:17]([O:20][CH3:21])=[C:16]([N:22]3[CH2:27][CH2:26][NH:25][CH2:24][CH2:23]3)[CH:15]=1)(=[O:13])=[O:12])[CH:6]=[C:5]2[CH3:28].[C:29]([BH3-])#N.[Na+].C=O. (7) Given the product [C:35]([C:2]1[C:11]([O:12][C@H:13]2[CH2:14][CH2:15][C@@H:16]([C:19]([F:22])([F:20])[F:21])[CH2:17][CH2:18]2)=[CH:10][CH:9]=[C:8]2[C:3]=1[CH:4]=[CH:5][C:6]([CH2:23][N:24]1[CH2:25][CH2:26][CH:27]([C:30]([O:32][CH2:33][CH3:34])=[O:31])[CH2:28][CH2:29]1)=[CH:7]2)#[N:36], predict the reactants needed to synthesize it. The reactants are: I[C:2]1[C:11]([O:12][C@H:13]2[CH2:18][CH2:17][C@@H:16]([C:19]([F:22])([F:21])[F:20])[CH2:15][CH2:14]2)=[CH:10][CH:9]=[C:8]2[C:3]=1[CH:4]=[CH:5][C:6]([CH2:23][N:24]1[CH2:29][CH2:28][CH:27]([C:30]([O:32][CH2:33][CH3:34])=[O:31])[CH2:26][CH2:25]1)=[CH:7]2.[CH3:35][N:36](C=O)C.